This data is from Catalyst prediction with 721,799 reactions and 888 catalyst types from USPTO. The task is: Predict which catalyst facilitates the given reaction. (1) Reactant: C(N(CC)CC)C.C(OC(N1CCC(C(O)=O)CC1)=O)(C)(C)C.[Li+].[Cl-].CN(C([O:33][N:34]1[N:42]=[N:41][C:36]2[CH:37]=[CH:38][CH:39]=[CH:40][C:35]1=2)=[N+](C)C)C.[B-](F)(F)(F)F.C1(CS(N)(=O)=O)C=CC=CC=1.Cl. Product: [CH:38]1[CH:39]=[CH:40][C:35]2[N:34]([OH:33])[N:42]=[N:41][C:36]=2[CH:37]=1. The catalyst class is: 49. (2) Reactant: [H-].[Na+].[Cl:3][C:4]1[S:8][C:7]([C:9]2[N:13]([C:14]3[CH:19]=[CH:18][C:17]([Cl:20])=[CH:16][C:15]=3[Cl:21])[N:12]=[C:11]([C:22](=[O:31])[CH2:23][C:24]([N:26]3[CH2:30][CH2:29][CH2:28][CH2:27]3)=[O:25])[C:10]=2[CH3:32])=[CH:6][CH:5]=1.[CH3:33]I. Product: [Cl:3][C:4]1[S:8][C:7]([C:9]2[N:13]([C:14]3[CH:19]=[CH:18][C:17]([Cl:20])=[CH:16][C:15]=3[Cl:21])[N:12]=[C:11]([C:22](=[O:31])[CH:23]([CH3:33])[C:24]([N:26]3[CH2:27][CH2:28][CH2:29][CH2:30]3)=[O:25])[C:10]=2[CH3:32])=[CH:6][CH:5]=1. The catalyst class is: 14. (3) Reactant: Br[CH2:2][C:3]([C:5]1[C:6]([C:11]2[CH:16]=[CH:15][CH:14]=[CH:13][CH:12]=2)=[N:7][O:8][C:9]=1[CH3:10])=[O:4].[CH:17](=O)[C:18]1[C:19](=[CH:21][CH:22]=[CH:23][CH:24]=1)[OH:20].C(=O)([O-])[O-].[K+].[K+]. Product: [O:20]1[C:19]2[CH:21]=[CH:22][CH:23]=[CH:24][C:18]=2[CH:17]=[C:2]1[C:3]([C:5]1[C:6]([C:11]2[CH:16]=[CH:15][CH:14]=[CH:13][CH:12]=2)=[N:7][O:8][C:9]=1[CH3:10])=[O:4]. The catalyst class is: 3. (4) Reactant: [Cl:1][C:2]1[CH:7]=[CH:6][CH:5]=[C:4]([Cl:8])[C:3]=1[CH2:9][S:10]([C:13]1[CH:14]=[C:15]2[C:19](=[CH:20][CH:21]=1)[NH:18][C:17](=[O:22])/[C:16]/2=[CH:23]\[C:24]1[NH:28][C:27]([CH3:29])=[C:26]([CH2:30][C:31](O)=[O:32])[C:25]=1[CH3:34])(=[O:12])=[O:11].C1C=CC2N(O)N=NC=2C=1.C(Cl)CCl.[CH:49]1([NH:52][C:53]([C@@H:55]2[CH2:59][C@@H:58]([OH:60])[CH2:57][NH:56]2)=[O:54])[CH2:51][CH2:50]1. Product: [CH:49]1([NH:52][C:53]([C@@H:55]2[CH2:59][C@@H:58]([OH:60])[CH2:57][N:56]2[C:31](=[O:32])[CH2:30][C:26]2[C:25]([CH3:34])=[C:24](/[CH:23]=[C:16]3\[C:17](=[O:22])[NH:18][C:19]4[C:15]\3=[CH:14][C:13]([S:10]([CH2:9][C:3]3[C:4]([Cl:8])=[CH:5][CH:6]=[CH:7][C:2]=3[Cl:1])(=[O:11])=[O:12])=[CH:21][CH:20]=4)[NH:28][C:27]=2[CH3:29])=[O:54])[CH2:51][CH2:50]1. The catalyst class is: 85.